This data is from Catalyst prediction with 721,799 reactions and 888 catalyst types from USPTO. The task is: Predict which catalyst facilitates the given reaction. (1) Reactant: C(O[C:6](=[O:35])[NH:7][CH2:8][C:9]1[C:10]([NH2:34])=[N:11][C:12]([O:15][CH2:16][CH2:17][CH2:18][CH2:19][N:20]2[CH2:25][CH2:24][N:23]([C:26]3[CH:31]=[CH:30][CH:29]=[C:28]([Cl:32])[C:27]=3[Cl:33])[CH2:22][CH2:21]2)=[CH:13][CH:14]=1)(C)(C)C.Cl.C([O-])([O-])=O.[Na+].[Na+]. The catalyst class is: 12. Product: [Cl:33][C:27]1[C:28]([Cl:32])=[CH:29][CH:30]=[CH:31][C:26]=1[N:23]1[CH2:22][CH2:21][N:20]([CH2:19][CH2:18][CH2:17][CH2:16][O:15][C:12]2[CH:13]=[CH:14][C:9]3[CH2:8][NH:7][C:6](=[O:35])[NH:34][C:10]=3[N:11]=2)[CH2:25][CH2:24]1. (2) Reactant: Br[C:2]1[CH:7]=[CH:6][C:5]([F:8])=[CH:4][CH:3]=1.[Li]CCCC.[F:14][C:15]([F:39])([C:33]1[CH:38]=[CH:37][CH:36]=[CH:35][N:34]=1)[CH:16]=[N:17][C@H:18]([C:24]12[O:31][CH2:30][C:27]([CH3:32])([CH2:28][O:29]1)[CH2:26][O:25]2)[CH2:19][C:20]([CH3:23])([CH3:22])[CH3:21].O. Product: [F:39][C:15]([F:14])([C:33]1[CH:38]=[CH:37][CH:36]=[CH:35][N:34]=1)[C@@H:16]([NH:17][C@H:18]([C:24]12[O:25][CH2:26][C:27]([CH3:32])([CH2:28][O:29]1)[CH2:30][O:31]2)[CH2:19][C:20]([CH3:23])([CH3:22])[CH3:21])[C:2]1[CH:7]=[CH:6][C:5]([F:8])=[CH:4][CH:3]=1. The catalyst class is: 28. (3) Reactant: C([O:4][CH2:5][CH2:6][C:7]1[CH:12]=[CH:11][C:10]([NH:13][C:14]2[CH:19]=[C:18]([Cl:20])[C:17]([C:21]([F:24])([F:23])[F:22])=[CH:16][C:15]=2[NH:25][C:26](=O)[CH2:27][CH2:28][CH2:29][C:30]2[CH:35]=[CH:34][N:33]=[CH:32][CH:31]=2)=[CH:9][CH:8]=1)(=O)C.[OH-].[Na+]. Product: [Cl:20][C:18]1[C:17]([C:21]([F:24])([F:23])[F:22])=[CH:16][C:15]2[N:25]=[C:26]([CH2:27][CH2:28][CH2:29][C:30]3[CH:31]=[CH:32][N:33]=[CH:34][CH:35]=3)[N:13]([C:10]3[CH:11]=[CH:12][C:7]([CH2:6][CH2:5][OH:4])=[CH:8][CH:9]=3)[C:14]=2[CH:19]=1. The catalyst class is: 8. (4) Reactant: [Cl:1][C:2]1[N:10]=[C:9]2[C:5]([NH:6][CH:7]=[N:8]2)=[C:4](Cl)[N:3]=1.C(NC(C)C)(C)C.[C:19]1([CH:25]([C:28]2[CH:33]=[CH:32][CH:31]=[CH:30][CH:29]=2)[CH2:26][NH2:27])[CH:24]=[CH:23][CH:22]=[CH:21][CH:20]=1. Product: [Cl:1][C:2]1[N:10]=[C:9]2[C:5]([N:6]=[CH:7][NH:8]2)=[C:4]([NH:27][CH2:26][CH:25]([C:19]2[CH:24]=[CH:23][CH:22]=[CH:21][CH:20]=2)[C:28]2[CH:33]=[CH:32][CH:31]=[CH:30][CH:29]=2)[N:3]=1. The catalyst class is: 1. (5) Reactant: Cl[C:2]1[C:7]([C:8]([C:10](=[CH:16][NH:17][CH2:18][C:19]2[CH:24]=[CH:23][C:22]([C:25]([F:28])([F:27])[F:26])=[CH:21][CH:20]=2)[C:11]([O:13][CH2:14][CH3:15])=[O:12])=[O:9])=[CH:6][C:5]([F:29])=[C:4]([Cl:30])[N:3]=1.C(=O)([O-])[O-].[K+].[K+]. Product: [Cl:30][C:4]1[N:3]=[C:2]2[C:7]([C:8](=[O:9])[C:10]([C:11]([O:13][CH2:14][CH3:15])=[O:12])=[CH:16][N:17]2[CH2:18][C:19]2[CH:24]=[CH:23][C:22]([C:25]([F:26])([F:28])[F:27])=[CH:21][CH:20]=2)=[CH:6][C:5]=1[F:29]. The catalyst class is: 10. (6) Reactant: [F:1][C:2]1[CH:28]=[CH:27][C:5]([C:6]([N:8]2[CH2:21][CH2:20][C:19]3[C:18]4[CH:17]=[CH:16][CH:15]=[CH:14][C:13]=4[NH:12][C:11]=3[C:10]([C:22]([O:24][CH2:25][CH3:26])=[O:23])=[CH:9]2)=[O:7])=[CH:4][CH:3]=1.ClC1C(=O)C(C#N)=C(C#N)C(=[O:37])C=1Cl. The catalyst class is: 20. Product: [CH2:25]([O:24][C:22]([C:10]1[C:11]2[NH:12][C:13]3[CH:14]=[CH:15][CH:16]=[CH:17][C:18]=3[C:19]=2[C:20](=[O:37])[CH2:21][N:8]([C:6](=[O:7])[C:5]2[CH:4]=[CH:3][C:2]([F:1])=[CH:28][CH:27]=2)[CH:9]=1)=[O:23])[CH3:26]. (7) Reactant: Cl[C:2]([C-:4]1[CH:8]=[CH:7][CH:6]=[CH:5]1)=[O:3].[CH-:9]1[CH:13]=[CH:12][CH:11]=[CH:10]1.[Fe+2:14].[NH2:15][C:16]([CH2:20][OH:21])([CH3:19])[C:17]#[N:18].C(N(CC)CC)C. Product: [C:17]([C:16]([NH:15][C:2]([C-:4]1[CH:8]=[CH:7][CH:6]=[CH:5]1)=[O:3])([CH3:19])[CH2:20][OH:21])#[N:18].[CH-:9]1[CH:13]=[CH:12][CH:11]=[CH:10]1.[Fe+2:14]. The catalyst class is: 1. (8) Reactant: [Cl:1][C:2]1[N:11]=[C:10](Cl)[C:9]2[C:4](=[CH:5][CH:6]=[C:7]([CH3:13])[CH:8]=2)[N:3]=1.[CH3:14][C:15]([NH2:19])([CH3:18])[CH2:16][NH2:17]. Product: [Cl:1][C:2]1[N:11]=[C:10]([NH:17][CH2:16][C:15]([CH3:18])([NH2:19])[CH3:14])[C:9]2[C:4](=[CH:5][CH:6]=[C:7]([CH3:13])[CH:8]=2)[N:3]=1. The catalyst class is: 125.